From a dataset of hERG potassium channel inhibition data for cardiac toxicity prediction from Karim et al.. Regression/Classification. Given a drug SMILES string, predict its toxicity properties. Task type varies by dataset: regression for continuous values (e.g., LD50, hERG inhibition percentage) or binary classification for toxic/non-toxic outcomes (e.g., AMES mutagenicity, cardiotoxicity, hepatotoxicity). Dataset: herg_karim. (1) The drug is Cn1nc(C(=O)NC2C[C@@H]3CCC[C@H](C2)[NH+]3C)c2ccccc21. The result is 1 (blocker). (2) The drug is CN(CCO)CCN1CCCc2cc(NC(=N)c3cccs3)ccc21. The result is 1 (blocker).